Dataset: Peptide-MHC class II binding affinity with 134,281 pairs from IEDB. Task: Regression. Given a peptide amino acid sequence and an MHC pseudo amino acid sequence, predict their binding affinity value. This is MHC class II binding data. (1) The peptide sequence is SSILTDSQTATKRIR. The MHC is DRB3_0101 with pseudo-sequence DRB3_0101. The binding affinity (normalized) is 0.363. (2) The peptide sequence is PSVIPAARLFKAFIL. The MHC is DRB1_1602 with pseudo-sequence DRB1_1602. The binding affinity (normalized) is 0.537. (3) The peptide sequence is QKILIKIPVTKNIIT. The MHC is DRB1_1302 with pseudo-sequence DRB1_1302. The binding affinity (normalized) is 0.463.